This data is from Catalyst prediction with 721,799 reactions and 888 catalyst types from USPTO. The task is: Predict which catalyst facilitates the given reaction. (1) Reactant: [Br:1][C:2]1[N:7]=[C:6]([N+:8]([O-])=O)[C:5]([O:11][CH2:12][C:13](OCC)=[O:14])=[C:4]([CH3:18])[CH:3]=1.[Cl-].[Cl-].[Ca+2].C(O)C. Product: [Br:1][C:2]1[CH:3]=[C:4]([CH3:18])[C:5]2[O:11][CH2:12][C:13](=[O:14])[NH:8][C:6]=2[N:7]=1. The catalyst class is: 150. (2) Reactant: C1(C)C=CC=CC=1.Cl.[CH:9]12[CH2:18][CH:13]3[CH2:14][CH:15]([CH2:17][CH:11]([CH2:12]3)[CH:10]1[NH2:19])[CH2:16]2.[OH-].[Na+].[C:22]([CH2:28][C:29](OCC)=[O:30])(=[O:27])[C:23]([CH3:26])([CH3:25])[CH3:24]. Product: [CH:9]12[CH2:18][CH:13]3[CH2:14][CH:15]([CH2:17][CH:11]([CH2:12]3)[CH:10]1[NH:19][C:29](=[O:30])[CH2:28][C:22](=[O:27])[C:23]([CH3:26])([CH3:25])[CH3:24])[CH2:16]2. The catalyst class is: 6.